This data is from Full USPTO retrosynthesis dataset with 1.9M reactions from patents (1976-2016). The task is: Predict the reactants needed to synthesize the given product. (1) Given the product [C:19]([C:18]1[CH:17]=[C:16]([CH:23]=[CH:22][CH:21]=1)[CH2:15][NH:1][C:2]1[CH:7]=[CH:6][CH:5]=[CH:4][C:3]=1/[CH:8]=[CH:9]/[C:10]([O:12][CH3:13])=[O:11])#[N:20], predict the reactants needed to synthesize it. The reactants are: [NH2:1][C:2]1[CH:7]=[CH:6][CH:5]=[CH:4][C:3]=1/[CH:8]=[CH:9]/[C:10]([O:12][CH3:13])=[O:11].Br[CH2:15][C:16]1[CH:17]=[C:18]([CH:21]=[CH:22][CH:23]=1)[C:19]#[N:20].C(=O)([O-])[O-].[K+].[K+]. (2) The reactants are: C(O[C:6](=O)[N:7]([C@H:9]([CH3:49])[C:10]([NH:12][C@@H:13]([CH:41]1[CH2:46][CH2:45][C:44]([F:48])([F:47])[CH2:43][CH2:42]1)[C:14]([N:16]1[C@H:21]([C:22](=[O:34])[NH:23][C@H:24]2[C:33]3[C:28](=[CH:29][CH:30]=[CH:31][CH:32]=3)[O:27][CH2:26][CH2:25]2)[CH2:20][N:19]2[CH2:35][C@H:36]([O:38][CH2:39][CH3:40])[CH2:37][C@@H:18]2[CH2:17]1)=[O:15])=[O:11])C)(C)(C)C. Given the product [F:48][C:44]1([F:47])[CH2:45][CH2:46][CH:41]([C@H:13]([NH:12][C:10](=[O:11])[C@@H:9]([CH3:49])[NH:7][CH3:6])[C:14]([N:16]2[C@H:21]([C:22]([NH:23][C@H:24]3[C:33]4[C:28](=[CH:29][CH:30]=[CH:31][CH:32]=4)[O:27][CH2:26][CH2:25]3)=[O:34])[CH2:20][N:19]3[CH2:35][C@H:36]([O:38][CH2:39][CH3:40])[CH2:37][C@@H:18]3[CH2:17]2)=[O:15])[CH2:42][CH2:43]1, predict the reactants needed to synthesize it. (3) Given the product [CH:2]12[CH2:11][CH:6]3[CH2:7][CH:8]([CH2:10][CH:4]([CH2:5]3)[CH:3]1[NH:12][C:17](=[O:18])[CH2:16][C:13](=[O:15])[CH3:14])[CH2:9]2, predict the reactants needed to synthesize it. The reactants are: Cl.[CH:2]12[CH2:11][CH:6]3[CH2:7][CH:8]([CH2:10][CH:4]([CH2:5]3)[CH:3]1[NH2:12])[CH2:9]2.[C:13]([CH:16]1C(=O)OC(C)(C)[O:18][C:17]1=O)(=[O:15])[CH3:14].C(N(C(C)C)C(C)C)C.